Dataset: Forward reaction prediction with 1.9M reactions from USPTO patents (1976-2016). Task: Predict the product of the given reaction. (1) Given the reactants [Br:1][C:2]1[CH:10]=[CH:9][CH:8]=[C:7]2[C:3]=1[CH:4]([C:22]1[C:27]([OH:28])=[CH:26][CH:25]=[C:24]([O:29][CH3:30])[N:23]=1)[C:5](=[O:21])[N:6]2[CH2:11][C:12]1[O:13][C:14]([C:17]([F:20])([F:19])[F:18])=[CH:15][CH:16]=1.[CH2:31]=[O:32].C(NC(C)C)(C)C, predict the reaction product. The product is: [Br:1][C:2]1[CH:10]=[CH:9][CH:8]=[C:7]2[C:3]=1[C:4]([C:22]1[C:27]([OH:28])=[CH:26][CH:25]=[C:24]([O:29][CH3:30])[N:23]=1)([CH2:31][OH:32])[C:5](=[O:21])[N:6]2[CH2:11][C:12]1[O:13][C:14]([C:17]([F:19])([F:20])[F:18])=[CH:15][CH:16]=1. (2) The product is: [Cl:1][C:2]1[N:7]=[C:6]([I:16])[C:5]([OH:8])=[CH:4][C:3]=1[F:9]. Given the reactants [Cl:1][C:2]1[N:7]=[CH:6][C:5]([OH:8])=[CH:4][C:3]=1[F:9].C([O-])([O-])=O.[Na+].[Na+].[I:16]I.Cl, predict the reaction product. (3) Given the reactants [CH2:1]([S:5][CH2:6][CH2:7][CH2:8][CH3:9])[CH2:2][CH2:3][CH3:4].N1C(=O)NC(=O)NC1=[O:12].Cl[O-].[Na+].S([O-])([O-])=O.[Na+].[Na+].[OH2:28], predict the reaction product. The product is: [CH2:1]([S:5]([CH2:6][CH2:7][CH2:8][CH3:9])(=[O:12])=[O:28])[CH2:2][CH2:3][CH3:4]. (4) Given the reactants [C:1]([O:5][C:6]([NH:8][C@H:9]([CH2:29][C:30]1[CH:35]=[C:34]([F:36])[C:33]([F:37])=[CH:32][C:31]=1[F:38])[CH2:10][C:11]([N:13]1[CH2:18][CH2:17][N:16]2[C:19]([C:25]([F:28])([F:27])[F:26])=[N:20][C:21]([C:22](O)=[O:23])=[C:15]2[CH2:14]1)=[O:12])=[O:7])([CH3:4])([CH3:3])[CH3:2].[CH3:39][S:40]([CH2:43][CH2:44][NH2:45])(=[O:42])=[O:41].O=C1N([ClH]P([ClH]N2CCOC2=O)=O)CCO1.C(N(CC)CC)C, predict the reaction product. The product is: [C:1]([O:5][C:6](=[O:7])[NH:8][C@H:9]([CH2:29][C:30]1[CH:35]=[C:34]([F:36])[C:33]([F:37])=[CH:32][C:31]=1[F:38])[CH2:10][C:11]([N:13]1[CH2:18][CH2:17][N:16]2[C:19]([C:25]([F:28])([F:26])[F:27])=[N:20][C:21]([C:22](=[O:23])[NH:45][CH2:44][CH2:43][S:40]([CH3:39])(=[O:42])=[O:41])=[C:15]2[CH2:14]1)=[O:12])([CH3:2])([CH3:4])[CH3:3].